The task is: Predict the reactants needed to synthesize the given product.. This data is from Full USPTO retrosynthesis dataset with 1.9M reactions from patents (1976-2016). (1) Given the product [CH:14]1([CH2:11][C:12]2[O:1][C:2]3[CH:9]=[CH:8][C:5]([CH2:6][NH2:7])=[CH:4][C:3]=3[CH:13]=2)[CH2:19][CH2:18][CH2:17][CH2:16][CH2:15]1, predict the reactants needed to synthesize it. The reactants are: [OH:1][C:2]1[CH:9]=[CH:8][C:5]([C:6]#[N:7])=[CH:4][C:3]=1I.[CH2:11]([CH:14]1[CH2:19][CH2:18][CH2:17][CH2:16][CH2:15]1)[C:12]#[CH:13]. (2) Given the product [C:24]1([C:2]2[NH:3][C:4]3[CH:5]=[CH:6][CH:7]=[C:8]4[C:14](=[O:15])[NH:13][CH2:12][CH2:11][C:10]=2[C:9]=34)[CH:29]=[CH:28][CH:27]=[CH:26][CH:25]=1, predict the reactants needed to synthesize it. The reactants are: Br[C:2]1[NH:3][C:4]2[CH:5]=[CH:6][CH:7]=[C:8]3[C:14](=[O:15])[NH:13][CH2:12][CH2:11][C:10]=1[C:9]=23.C([O-])([O-])=O.[Na+].[Na+].[Li+].[Cl-].[C:24]1(B(O)O)[CH:29]=[CH:28][CH:27]=[CH:26][CH:25]=1. (3) The reactants are: [N:1]([CH2:4][C:5]([C:7]1[CH:8]=[N:9][CH:10]=[CH:11][CH:12]=1)=[O:6])=[N+]=[N-].[CH3:13][C:14]1[CH:19]=[CH:18][C:17]([N+:20]([O-:22])=[O:21])=[CH:16][C:15]=1[N:23]=[C:24]=O.C1(P(C2C=CC=CC=2)C2C=CC=CC=2)C=CC=CC=1. Given the product [CH3:13][C:14]1[CH:19]=[CH:18][C:17]([N+:20]([O-:22])=[O:21])=[CH:16][C:15]=1[NH:23][C:24]1[O:6][C:5]([C:7]2[CH:8]=[N:9][CH:10]=[CH:11][CH:12]=2)=[CH:4][N:1]=1, predict the reactants needed to synthesize it.